This data is from Forward reaction prediction with 1.9M reactions from USPTO patents (1976-2016). The task is: Predict the product of the given reaction. Given the reactants [OH-].[Li+].[CH2:3]([C:7]1[S:8][CH:9]=[C:10]([C:12]([O:14]CC)=[O:13])[N:11]=1)[CH2:4][CH2:5][CH3:6].Cl, predict the reaction product. The product is: [CH2:3]([C:7]1[S:8][CH:9]=[C:10]([C:12]([OH:14])=[O:13])[N:11]=1)[CH2:4][CH2:5][CH3:6].